Dataset: Reaction yield outcomes from USPTO patents with 853,638 reactions. Task: Predict the reaction yield, written as a fraction of the theoretical maximum amount of product (1.0 means a 100% yield; for example, 0.34 means a 34% yield). (1) The reactants are [CH3:1][O:2][C:3]1[N:4]=[C:5]2[C:10](=[CH:11][CH:12]=1)[N:9]=[CH:8][C:7]([N+:13]([O-:15])=[O:14])=[C:6]2O.O=P(Cl)(Cl)[Cl:19]. The catalyst is CN(C=O)C. The product is [Cl:19][C:6]1[C:7]([N+:13]([O-:15])=[O:14])=[CH:8][N:9]=[C:10]2[C:5]=1[N:4]=[C:3]([O:2][CH3:1])[CH:12]=[CH:11]2. The yield is 0.930. (2) The reactants are [CH3:1][C:2]1[O:6][C:5]([C:7]([O:9][CH3:10])=[O:8])=[CH:4][CH:3]=1.[Cl-].[Cl-].[Cl-].[Al+3].[Br:15]Br. The catalyst is C(Cl)(Cl)Cl. The product is [Br:15][C:3]1[CH:4]=[C:5]([C:7]([O:9][CH3:10])=[O:8])[O:6][C:2]=1[CH3:1]. The yield is 0.540. (3) The reactants are [Cl-].[OH:2][NH3+:3].[C:4](=[O:7])([O-])O.[Na+].[CH3:9]S(C)=O.C([O:16][CH2:17][C:18]([O:21][C:22]1[CH:27]=[CH:26][C:25]([N:28]2[C:33](=[O:34])[C:32]([CH2:35][C:36]3[CH:41]=[CH:40][C:39]([C:42]4[CH:47]=[CH:46][CH:45]=[CH:44][C:43]=4[C:48]#[N:49])=[CH:38][CH:37]=3)=[C:31]([CH2:50][CH2:51][CH3:52])[N:30]3[N:53]=[CH:54]N=[C:29]23)=[CH:24][CH:23]=1)([CH3:20])[CH3:19])(=O)C. The catalyst is C(OCC)(=O)C. The product is [OH:16][CH2:17][C:18]([CH3:19])([CH3:20])[O:21][C:22]1[CH:23]=[CH:24][C:25]([N:28]2[C:33](=[O:34])[C:32]([CH2:35][C:36]3[CH:41]=[CH:40][C:39]([C:42]4[CH:47]=[CH:46][CH:45]=[CH:44][C:43]=4[C:48]4[NH:49][C:4](=[O:7])[O:2][N:3]=4)=[CH:38][CH:37]=3)=[C:31]([CH2:50][CH2:51][CH3:52])[N:30]3[N:53]=[CH:54][CH:9]=[C:29]23)=[CH:26][CH:27]=1. The yield is 0.280. (4) The reactants are [CH3:1][O:2][C:3](=[O:11])[C:4]1[CH:9]=[CH:8][C:7]([OH:10])=[CH:6][CH:5]=1.[C:29]1(P([C:25]2[CH:30]=[CH:29][CH:28]=[CH:27]C=2)[C:29]2[CH:30]=[CH:25]C=[CH:27][CH:28]=2)[CH:30]=[CH:25]C=[CH:27][CH:28]=1.[C:31]([O:35]N1CCC(O)CC1=C=O)([CH3:34])([CH3:33])[CH3:32].CC[O:47][C:48](/[N:50]=N/C(OCC)=O)=O. The catalyst is C1COCC1. The product is [C:31]([O:35][C:48]([N:50]1[CH2:27][CH2:28][CH:29]([O:10][C:7]2[CH:8]=[CH:9][C:4]([C:3]([O:2][CH3:1])=[O:11])=[CH:5][CH:6]=2)[CH2:30][CH2:25]1)=[O:47])([CH3:32])([CH3:33])[CH3:34]. The yield is 0.560. (5) The reactants are [C:1]1([CH:7]([CH3:12])[CH2:8][C:9]([OH:11])=O)[CH:6]=[CH:5][CH:4]=[CH:3][CH:2]=1.Cl.[CH3:14][C:15]1[C:19]([CH2:20][N:21]2[CH:25]=[C:24]([NH2:26])[CH:23]=[N:22]2)=[C:18]([CH3:27])[O:17][N:16]=1. No catalyst specified. The product is [CH3:14][C:15]1[C:19]([CH2:20][N:21]2[CH:25]=[C:24]([NH:26][C:9](=[O:11])[CH2:8][CH:7]([C:1]3[CH:2]=[CH:3][CH:4]=[CH:5][CH:6]=3)[CH3:12])[CH:23]=[N:22]2)=[C:18]([CH3:27])[O:17][N:16]=1. The yield is 0.0600. (6) The reactants are Cl.[F:2][C:3]1[CH:4]=[C:5]([CH:8]=[CH:9][C:10]=1[NH:11][S:12]([CH3:15])(=[O:14])=[O:13])[CH2:6][NH2:7].[Br:16][C:17]1[C:22]([CH:23]=[CH:24][C:25](O)=[O:26])=[CH:21][CH:20]=[C:19]([C:28]([CH3:31])([CH3:30])[CH3:29])[N:18]=1.CN1C(=O)CCC1. The catalyst is C1COCC1. The product is [Br:16][C:17]1[C:22]([CH:23]=[CH:24][C:25]([NH:7][CH2:6][C:5]2[CH:8]=[CH:9][C:10]([NH:11][S:12]([CH3:15])(=[O:14])=[O:13])=[C:3]([F:2])[CH:4]=2)=[O:26])=[CH:21][CH:20]=[C:19]([C:28]([CH3:31])([CH3:30])[CH3:29])[N:18]=1. The yield is 0.328. (7) The reactants are [Cl:1][C:2]1[CH:7]=[CH:6][C:5]([C:8]2[N:9]=[C:10]([CH2:24][N:25]3[N:29]=[N:28][CH:27]=[N:26]3)[C:11]([C:21](O)=[O:22])=[N:12][C:13]=2[C:14]2[CH:19]=[CH:18][C:17]([Cl:20])=[CH:16][CH:15]=2)=[CH:4][CH:3]=1.[F:30][C:31]1([F:38])[CH2:36][CH2:35][N:34]([NH2:37])[CH2:33][CH2:32]1.F[P-](F)(F)(F)(F)F.N1(O[P+](N2CCCC2)(N2CCCC2)N2CCCC2)C2C=CC=CC=2N=N1. The catalyst is N1C=CC=CC=1.ClCCl. The product is [Cl:1][C:2]1[CH:3]=[CH:4][C:5]([C:8]2[N:9]=[C:10]([CH2:24][N:25]3[N:29]=[N:28][CH:27]=[N:26]3)[C:11]([C:21]([NH:37][N:34]3[CH2:35][CH2:36][C:31]([F:38])([F:30])[CH2:32][CH2:33]3)=[O:22])=[N:12][C:13]=2[C:14]2[CH:19]=[CH:18][C:17]([Cl:20])=[CH:16][CH:15]=2)=[CH:6][CH:7]=1. The yield is 0.270.